This data is from Full USPTO retrosynthesis dataset with 1.9M reactions from patents (1976-2016). The task is: Predict the reactants needed to synthesize the given product. (1) Given the product [N:10]1[C:19]2[C:14](=[CH:15][CH:16]=[CH:17][CH:18]=2)[C:13]([CH:20]([NH2:1])[CH3:21])=[CH:12][CH:11]=1, predict the reactants needed to synthesize it. The reactants are: [N:1]1C=CC=C(C(N)C)C=1.[N:10]1[C:19]2[C:14](=[CH:15][CH:16]=[CH:17][CH:18]=2)[C:13]([C:20](=O)[CH3:21])=[CH:12][CH:11]=1.N.CO.C([BH3-])#N.[Na+]. (2) Given the product [CH:11]1([NH:18][C:19]([N:3]2[C:4]3[C:9](=[CH:8][CH:7]=[CH:6][CH:5]=3)[CH2:10][C@H:2]2[CH3:1])=[O:20])[CH2:17][CH2:16][CH2:15][CH2:14][CH2:13][CH2:12]1, predict the reactants needed to synthesize it. The reactants are: [CH3:1][C@@H:2]1[CH2:10][C:9]2[C:4](=[CH:5][CH:6]=[CH:7][CH:8]=2)[NH:3]1.[CH:11]1([N:18]=[C:19]=[O:20])[CH2:17][CH2:16][CH2:15][CH2:14][CH2:13][CH2:12]1. (3) Given the product [F:1][C:2]1[CH:3]=[C:4]([CH:6]=[C:7]([C:19]2[S:20][CH:21]=[N:22][CH:23]=2)[CH:8]=1)[NH2:5], predict the reactants needed to synthesize it. The reactants are: [F:1][C:2]1[CH:3]=[C:4]([CH:6]=[C:7](B2OC(C)(C)C(C)(C)O2)[CH:8]=1)[NH2:5].Br[C:19]1[S:20][CH:21]=[N:22][CH:23]=1.CC(C1C=C(C(C)C)C(C2C=CC=CC=2P(C2CCCCC2)C2CCCCC2)=C(C(C)C)C=1)C.C(=O)([O-])[O-].[Cs+].[Cs+]. (4) Given the product [C:25]([O:24][C:23]([NH:22][C@@H:20]([CH3:21])[C:19]([NH:18][CH2:17][C:15]1[N:16]=[C:11]([N:10]2[C:6]([C:2]([OH:1])=[O:41])=[CH:7][C:8]([C:31]([F:33])([F:32])[F:34])=[N:9]2)[CH:12]=[CH:13][CH:14]=1)=[O:30])=[O:29])([CH3:26])([CH3:28])[CH3:27], predict the reactants needed to synthesize it. The reactants are: [O:1]1C=CC=[C:2]1[C:6]1[N:10]([C:11]2[N:16]=[C:15]([CH2:17][NH:18][C:19](=[O:30])[C@@H:20]([NH:22][C:23](=[O:29])[O:24][C:25]([CH3:28])([CH3:27])[CH3:26])[CH3:21])[CH:14]=[CH:13][CH:12]=2)[N:9]=[C:8]([C:31]([F:34])([F:33])[F:32])[CH:7]=1.C(Cl)(Cl)(Cl)Cl.I([O-])(=O)(=O)=[O:41].[Na+].C(O)(C)C. (5) Given the product [CH3:1][O:2][C:3]1[CH:4]=[C:5]2[C:10](=[CH:11][CH:12]=1)[C:9]([C:13]([Cl:18])=[O:15])=[CH:8][CH:7]=[CH:6]2, predict the reactants needed to synthesize it. The reactants are: [CH3:1][O:2][C:3]1[CH:4]=[C:5]2[C:10](=[CH:11][CH:12]=1)[C:9]([C:13]([OH:15])=O)=[CH:8][CH:7]=[CH:6]2.S(Cl)([Cl:18])=O. (6) Given the product [CH3:1][N:2]1[CH2:6][CH2:5][CH2:4][C@H:3]1[CH2:7][O:8][C:11](=[O:10])[C:12]([OH:23])([C:13]1[S:14][CH:15]=[CH:16][CH:17]=1)[C:18]1[S:19][CH:20]=[CH:21][CH:22]=1, predict the reactants needed to synthesize it. The reactants are: [CH3:1][N:2]1[CH2:6][CH2:5][CH2:4][C@H:3]1[CH2:7][OH:8].C[O:10][C:11](=O)[C:12]([OH:23])([C:18]1[S:19][CH:20]=[CH:21][CH:22]=1)[C:13]1[S:14][CH:15]=[CH:16][CH:17]=1.[Na]. (7) Given the product [CH3:1][O:2][C:3]([C:5]1[C:13]2[C:12](=[O:14])[N:11]([CH3:15])[C:10](=[O:16])[N:9]([CH:17]([CH3:19])[CH3:18])[C:8]=2[S:7][C:6]=1[CH2:20][N:22]=[N+:23]=[N-:24])=[O:4], predict the reactants needed to synthesize it. The reactants are: [CH3:1][O:2][C:3]([C:5]1[C:13]2[C:12](=[O:14])[N:11]([CH3:15])[C:10](=[O:16])[N:9]([CH:17]([CH3:19])[CH3:18])[C:8]=2[S:7][C:6]=1[CH2:20]Br)=[O:4].[N-:22]=[N+:23]=[N-:24].[Na+]. (8) Given the product [CH3:19][O:20][C:21]1[CH:26]=[CH:25][CH:24]=[CH:23][C:22]=1[N:27]1[CH:31]=[CH:30][C:29]([O:32][CH2:2][C:3]2[C:8]([CH:9]3[CH2:11][CH2:10]3)=[CH:7][CH:6]=[CH:5][C:4]=2[N:12]2[C:16](=[O:17])[N:15]([CH3:18])[N:14]=[N:13]2)=[N:28]1, predict the reactants needed to synthesize it. The reactants are: Br[CH2:2][C:3]1[C:8]([CH:9]2[CH2:11][CH2:10]2)=[CH:7][CH:6]=[CH:5][C:4]=1[N:12]1[C:16](=[O:17])[N:15]([CH3:18])[N:14]=[N:13]1.[CH3:19][O:20][C:21]1[CH:26]=[CH:25][CH:24]=[CH:23][C:22]=1[N:27]1[CH:31]=[CH:30][C:29]([OH:32])=[N:28]1.C(=O)([O-])[O-].[K+].[K+].C(#N)C. (9) The reactants are: [C:1]1([P:7]([CH2:14][SH:15])[C:8]2[CH:13]=[CH:12][CH:11]=[CH:10][CH:9]=2)[CH:6]=[CH:5][CH:4]=[CH:3][CH:2]=1.[H-].[Na+].[C:18]([NH:21][C@H:22]([C:30](O)=[O:31])[CH2:23][C:24]1[CH:29]=[CH:28][CH:27]=[CH:26][CH:25]=1)(=[O:20])[CH3:19]. Given the product [NH:21]([C:18]([CH3:19])=[O:20])[C@H:22]([C:30]([S:15][CH2:14][P:7]([C:8]1[CH:13]=[CH:12][CH:11]=[CH:10][CH:9]=1)[C:1]1[CH:2]=[CH:3][CH:4]=[CH:5][CH:6]=1)=[O:31])[CH2:23][C:24]1[CH:29]=[CH:28][CH:27]=[CH:26][CH:25]=1, predict the reactants needed to synthesize it.